From a dataset of Forward reaction prediction with 1.9M reactions from USPTO patents (1976-2016). Predict the product of the given reaction. Given the reactants [H-].[H-].[H-].[H-].[Li+].[Al+3].[C:7]([SiH2:11][O:12][C:13]([CH3:25])([CH3:24])[C:14]1[CH:15]=[C:16]([CH:20]=[CH:21][C:22]=1[Cl:23])[CH:17]=[N:18]O)([CH3:10])([CH3:9])[CH3:8].C(C(C(C([O-])=O)O)O)([O-])=O.[Na+].[K+], predict the reaction product. The product is: [C:7]([SiH2:11][O:12][C:13]([CH3:25])([CH3:24])[C:14]1[CH:15]=[C:16]([CH:20]=[CH:21][C:22]=1[Cl:23])[CH2:17][NH2:18])([CH3:10])([CH3:8])[CH3:9].